Dataset: Catalyst prediction with 721,799 reactions and 888 catalyst types from USPTO. Task: Predict which catalyst facilitates the given reaction. Reactant: Cl.[CH3:2][O:3][C:4](=[O:7])[CH2:5][NH2:6].F[C:9]1[CH:14]=[CH:13][CH:12]=[C:11]([N+:15]([O-:17])=[O:16])[CH:10]=1.C(N(CC)CC)C. The catalyst class is: 3. Product: [N+:15]([C:11]1[CH:12]=[CH:13][CH:14]=[CH:9][C:10]=1[NH:6][CH2:5][C:4]([O:3][CH3:2])=[O:7])([O-:17])=[O:16].